Dataset: Catalyst prediction with 721,799 reactions and 888 catalyst types from USPTO. Task: Predict which catalyst facilitates the given reaction. (1) Reactant: [Cl:1][C:2]1[CH:7]=[CH:6][CH:5]=[C:4]([C:8]([F:11])([F:10])[F:9])[C:3]=1[CH2:12][OH:13].CCN(CC)CC.[CH3:21][S:22](Cl)(=[O:24])=[O:23]. Product: [CH3:21][S:22]([O:13][CH2:12][C:3]1[C:4]([C:8]([F:10])([F:11])[F:9])=[CH:5][CH:6]=[CH:7][C:2]=1[Cl:1])(=[O:24])=[O:23]. The catalyst class is: 1. (2) Reactant: [F:1][C:2]1[CH:31]=[CH:30][CH:29]=[CH:28][C:3]=1[CH2:4][N:5]1[C:13]2[C:8](=[CH:9][CH:10]=[CH:11][CH:12]=2)[C:7]([C:14]2[N:19]=[C:18]([NH:20][C:21]3[CH:26]=[CH:25][N:24]=[CH:23][CH:22]=3)[C:17]([OH:27])=[CH:16][N:15]=2)=[N:6]1.N1C=CC=CC=1.[F:38][C:39]([F:52])([F:51])[S:40](O[S:40]([C:39]([F:52])([F:51])[F:38])(=[O:42])=[O:41])(=[O:42])=[O:41]. Product: [F:38][C:39]([F:52])([F:51])[S:40]([O:27][C:17]1[C:18]([NH:20][C:21]2[CH:26]=[CH:25][N:24]=[CH:23][CH:22]=2)=[N:19][C:14]([C:7]2[C:8]3[C:13](=[CH:12][CH:11]=[CH:10][CH:9]=3)[N:5]([CH2:4][C:3]3[CH:28]=[CH:29][CH:30]=[CH:31][C:2]=3[F:1])[N:6]=2)=[N:15][CH:16]=1)(=[O:42])=[O:41]. The catalyst class is: 4. (3) Reactant: [Cl:1][C:2]1[CH:3]=[C:4]([C:9]2([CH2:15][CH2:16][C:17]3[O:21][N:20]=[C:19]([C:22]4[CH:27]=[CH:26][C:25]([C:28]5([OH:39])[CH2:31][N:30]([C:32](OC(C)(C)C)=O)[CH2:29]5)=[CH:24][CH:23]=4)[N:18]=3)[CH2:14][CH2:13][CH2:12][CH2:11][CH2:10]2)[CH:5]=[C:6]([Cl:8])[CH:7]=1.[C:40]([OH:46])([C:42](F)(F)F)=[O:41].C(OC(C)(C)C)(=O)C=C.C(N(C(C)C)CC)(C)C. Product: [Cl:1][C:2]1[CH:3]=[C:4]([C:9]2([CH2:15][CH2:16][C:17]3[O:21][N:20]=[C:19]([C:22]4[CH:27]=[CH:26][C:25]([C:28]5([OH:39])[CH2:29][N:30]([CH2:32][CH2:42][C:40]([OH:46])=[O:41])[CH2:31]5)=[CH:24][CH:23]=4)[N:18]=3)[CH2:14][CH2:13][CH2:12][CH2:11][CH2:10]2)[CH:5]=[C:6]([Cl:8])[CH:7]=1. The catalyst class is: 4.